This data is from Catalyst prediction with 721,799 reactions and 888 catalyst types from USPTO. The task is: Predict which catalyst facilitates the given reaction. (1) Reactant: C([N:4]1[C:12]2[C:7](=[CH:8][CH:9]=[CH:10][CH:11]=2)[C:6](=[C:13](OCC)[C:14]2[CH:19]=[CH:18][CH:17]=[CH:16][CH:15]=2)[C:5]1=[O:23])(=O)C.[CH2:24]([N:31]1[CH2:36][CH2:35][N:34]([CH2:37][C:38]([N:40]([C:42]2[CH:48]=[CH:47][C:45]([NH2:46])=[CH:44][CH:43]=2)[CH3:41])=[O:39])[CH2:33][CH2:32]1)[C:25]1[CH:30]=[CH:29][CH:28]=[CH:27][CH:26]=1.[OH-].[Na+]. Product: [CH2:24]([N:31]1[CH2:32][CH2:33][N:34]([CH2:37][C:38]([N:40]([C:42]2[CH:43]=[CH:44][C:45]([NH:46]/[C:13](=[C:6]3\[C:5](=[O:23])[NH:4][C:12]4[C:7]\3=[CH:8][CH:9]=[CH:10][CH:11]=4)/[C:14]3[CH:15]=[CH:16][CH:17]=[CH:18][CH:19]=3)=[CH:47][CH:48]=2)[CH3:41])=[O:39])[CH2:35][CH2:36]1)[C:25]1[CH:30]=[CH:29][CH:28]=[CH:27][CH:26]=1. The catalyst class is: 121. (2) Reactant: I[C:2]1[N:3]=[CH:4][N:5]([C:7]2[N:12]=[C:11]([C:13]([F:16])([F:15])[F:14])[CH:10]=[C:9]([C:17]3[CH:22]=[CH:21][C:20]([C:23]([F:26])([F:25])[F:24])=[C:19]([CH3:27])[CH:18]=3)[N:8]=2)[CH:6]=1.[Cl-].[Li+].C([Mg]Cl)(C)C.[CH2:35]([Sn:39](Cl)([CH2:44][CH2:45][CH2:46][CH3:47])[CH2:40][CH2:41][CH2:42][CH3:43])[CH2:36][CH2:37][CH3:38].[Cl-].[NH4+]. Product: [CH3:27][C:19]1[CH:18]=[C:17]([C:9]2[CH:10]=[C:11]([C:13]([F:16])([F:15])[F:14])[N:12]=[C:7]([N:5]3[CH:6]=[C:2]([Sn:39]([CH2:40][CH2:41][CH2:42][CH3:43])([CH2:44][CH2:45][CH2:46][CH3:47])[CH2:35][CH2:36][CH2:37][CH3:38])[N:3]=[CH:4]3)[N:8]=2)[CH:22]=[CH:21][C:20]=1[C:23]([F:26])([F:25])[F:24]. The catalyst class is: 1. (3) Reactant: [NH2:1][C:2]1[CH:10]=[C:9]2[C:5]([C:6]([CH2:11][CH2:12][N:13]([CH3:15])[CH3:14])=[CH:7][NH:8]2)=[CH:4][CH:3]=1.[Cl:16][C:17]1[CH:30]=[CH:29][C:20]2[S:21][C:22]([S:25](Cl)(=[O:27])=[O:26])=[C:23]([CH3:24])[C:19]=2[CH:18]=1. Product: [Cl:16][C:17]1[CH:30]=[CH:29][C:20]2[S:21][C:22]([S:25]([NH:1][C:2]3[CH:10]=[C:9]4[C:5]([C:6]([CH2:11][CH2:12][N:13]([CH3:14])[CH3:15])=[CH:7][NH:8]4)=[CH:4][CH:3]=3)(=[O:26])=[O:27])=[C:23]([CH3:24])[C:19]=2[CH:18]=1. The catalyst class is: 17. (4) Reactant: [CH3:1][O:2][C:3]1[CH:22]=[CH:21][C:6]([C:7]([N:9]2[C:18]3[C:13](=[CH:14][CH:15]=[CH:16][CH:17]=3)[C@H:12]([NH2:19])[CH2:11][C@@H:10]2[CH3:20])=[O:8])=[CH:5][CH:4]=1.[C:23]1(=O)[CH2:27][CH2:26][CH2:25][CH2:24]1.[BH-](OC(C)=O)(OC(C)=O)OC(C)=O.[Na+].CC(O)=O. Product: [CH:23]1([NH:19][C@H:12]2[C:13]3[C:18](=[CH:17][CH:16]=[CH:15][CH:14]=3)[N:9]([C:7](=[O:8])[C:6]3[CH:5]=[CH:4][C:3]([O:2][CH3:1])=[CH:22][CH:21]=3)[C@@H:10]([CH3:20])[CH2:11]2)[CH2:27][CH2:26][CH2:25][CH2:24]1. The catalyst class is: 5. (5) Reactant: [N+:1]([C:4]1[CH:5]=[C:6]2[CH2:13][S:12](=[O:15])(=[O:14])[CH2:11][CH2:10][C:7]2=[N:8][CH:9]=1)([O-])=O. Product: [NH2:1][C:4]1[CH:5]=[C:6]2[CH2:13][S:12](=[O:15])(=[O:14])[CH2:11][CH2:10][C:7]2=[N:8][CH:9]=1. The catalyst class is: 687. (6) The catalyst class is: 7. Product: [C:16]([C:13]1[CH:14]=[CH:15][C:10]([N:7]2[CH:8]=[N:9][C:5]([C:3]([OH:4])=[O:2])=[N:6]2)=[C:11]([F:18])[CH:12]=1)#[N:17]. Reactant: C[O:2][C:3]([C:5]1[N:9]=[CH:8][N:7]([C:10]2[CH:15]=[CH:14][C:13]([C:16]#[N:17])=[CH:12][C:11]=2[F:18])[N:6]=1)=[O:4].[OH-].[Na+]. (7) Reactant: [CH3:1][S:2](Cl)(=[O:4])=[O:3].[NH2:6][C:7]1[CH:8]=[CH:9][CH:10]=[C:11]2[C:16]=1[CH:15]=[N:14][CH:13]=[CH:12]2. Product: [CH:15]1[C:16]2[C:11](=[CH:10][CH:9]=[CH:8][C:7]=2[NH:6][S:2]([CH3:1])(=[O:4])=[O:3])[CH:12]=[CH:13][N:14]=1. The catalyst class is: 17.